This data is from Retrosynthesis with 50K atom-mapped reactions and 10 reaction types from USPTO. The task is: Predict the reactants needed to synthesize the given product. Given the product COc1cccc2c1nc(C(F)F)n2-c1nc(Cl)cc(N2C[C@H](C)O[C@H](C)C2)n1, predict the reactants needed to synthesize it. The reactants are: COc1cccc2c1nc(C(F)F)n2-c1nc(Cl)cc(Cl)n1.C[C@H]1CNC[C@@H](C)O1.